From a dataset of Reaction yield outcomes from USPTO patents with 853,638 reactions. Predict the reaction yield, written as a fraction of the theoretical maximum amount of product (1.0 means a 100% yield; for example, 0.34 means a 34% yield). The reactants are C(OC([NH:11][C:12]1[C:13]([F:32])=[CH:14][C:15]([F:31])=[C:16]([C:18]2[CH2:19][CH2:20][N:21]([C:24]([O:26][C:27]([CH3:30])([CH3:29])[CH3:28])=[O:25])[CH2:22][CH:23]=2)[CH:17]=1)=O)C1C=CC=CC=1.[H][H]. The catalyst is C(OCC)(=O)C.CO.[Pd]. The product is [NH2:11][C:12]1[C:13]([F:32])=[CH:14][C:15]([F:31])=[C:16]([CH:18]2[CH2:23][CH2:22][N:21]([C:24]([O:26][C:27]([CH3:28])([CH3:30])[CH3:29])=[O:25])[CH2:20][CH2:19]2)[CH:17]=1. The yield is 1.00.